Dataset: Catalyst prediction with 721,799 reactions and 888 catalyst types from USPTO. Task: Predict which catalyst facilitates the given reaction. Reactant: [Cl-].[CH3:2][O:3][CH2:4][PH3+].C([N-]C(C)C)(C)C.[Li+].[C:14]1([C:20]2[O:21][C:22]([CH3:38])=[C:23]([CH2:25][CH2:26][C:27]3[C:31]4[CH:32]=[CH:33][C:34]([CH:36]=O)=[CH:35][C:30]=4[O:29][N:28]=3)[N:24]=2)[CH:19]=[CH:18][CH:17]=[CH:16][CH:15]=1.[Cl-].[NH4+]. Product: [CH3:2][O:3][CH:4]=[CH:36][C:34]1[CH:33]=[CH:32][C:31]2[C:27]([CH2:26][CH2:25][C:23]3[N:24]=[C:20]([C:14]4[CH:15]=[CH:16][CH:17]=[CH:18][CH:19]=4)[O:21][C:22]=3[CH3:38])=[N:28][O:29][C:30]=2[CH:35]=1. The catalyst class is: 54.